From a dataset of Reaction yield outcomes from USPTO patents with 853,638 reactions. Predict the reaction yield, written as a fraction of the theoretical maximum amount of product (1.0 means a 100% yield; for example, 0.34 means a 34% yield). (1) The reactants are [CH2:1]([O:3][C:4]([N:6]1[C:15]2[C:10](=[CH:11][C:12]([CH3:17])=[C:13]([CH3:16])[CH:14]=2)[N:9]([CH:18]([C:21]2[CH:26]=[C:25]([C:27]([F:30])([F:29])[F:28])[CH:24]=[C:23]([C:31]([F:34])([F:33])[F:32])[CH:22]=2)[CH2:19][OH:20])[CH2:8][CH:7]1[CH2:35][CH3:36])=[O:5])[CH3:2].[H-].[Na+].[CH3:39]I. The catalyst is CN(C)C=O. The product is [CH2:1]([O:3][C:4]([N:6]1[C:15]2[C:10](=[CH:11][C:12]([CH3:17])=[C:13]([CH3:16])[CH:14]=2)[N:9]([CH:18]([C:21]2[CH:26]=[C:25]([C:27]([F:28])([F:29])[F:30])[CH:24]=[C:23]([C:31]([F:34])([F:32])[F:33])[CH:22]=2)[CH2:19][O:20][CH3:39])[CH2:8][CH:7]1[CH2:35][CH3:36])=[O:5])[CH3:2]. The yield is 0.350. (2) The reactants are [NH2:1][C:2]1[CH:11]=[CH:10][C:9]([Cl:12])=[CH:8][C:3]=1[C:4]([O:6][CH3:7])=[O:5].[CH2:13]([O:15][CH2:16][C:17](Cl)=[O:18])[CH3:14]. The catalyst is O. The product is [Cl:12][C:9]1[CH:10]=[CH:11][C:2]([NH:1][C:17](=[O:18])[CH2:16][O:15][CH2:13][CH3:14])=[C:3]([CH:8]=1)[C:4]([O:6][CH3:7])=[O:5]. The yield is 0.550. (3) The reactants are [O-:1][N+:2]1[CH:7]=[CH:6][CH:5]=[CH:4][C:3]=1[C:8]1[CH:9]=[CH:10][C:11]2[C:12]3[N:26](C4CCCCO4)[N:25]=[CH:24][C:13]=3[C:14](=[O:23])[N:15]([CH2:18][C:19]([F:22])([F:21])[F:20])[C:16]=2[CH:17]=1.[O-][N+]1C=CC=CC=1C1C=CC2C3NN(C4CCCCO4)CC=3C(=O)N(CC(F)(F)F)C=2C=1.[ClH:65]. The catalyst is O1CCOCC1. The product is [ClH:65].[O-:1][N+:2]1[CH:7]=[CH:6][CH:5]=[CH:4][C:3]=1[C:8]1[CH:9]=[CH:10][C:11]2[C:12]3[NH:26][N:25]=[CH:24][C:13]=3[C:14](=[O:23])[N:15]([CH2:18][C:19]([F:22])([F:20])[F:21])[C:16]=2[CH:17]=1. The yield is 0.990. (4) The reactants are [CH3:1][O:2][C:3](=[O:13])[NH:4][C:5]1[CH:10]=[C:9](I)[CH:8]=[C:7]([Br:12])[CH:6]=1.[N:14]1[CH:19]=[CH:18][CH:17]=[C:16](B(O)O)[CH:15]=1.C(=O)([O-])[O-].[K+].[K+]. The yield is 0.380. The product is [CH3:1][O:2][C:3](=[O:13])[NH:4][C:5]1[CH:10]=[C:9]([C:16]2[CH:15]=[N:14][CH:19]=[CH:18][CH:17]=2)[CH:8]=[C:7]([Br:12])[CH:6]=1. The catalyst is O1CCOCC1.C1C=CC(P(C2C=CC=CC=2)[C-]2C=CC=C2)=CC=1.C1C=CC(P(C2C=CC=CC=2)[C-]2C=CC=C2)=CC=1.Cl[Pd]Cl.[Fe+2]. (5) The reactants are [N:1]1[C:10]2[C:5](=[CH:6][CH:7]=[CH:8][CH:9]=2)[CH:4]=[CH:3][C:2]=1[N:11]1[CH2:16][CH2:15][N:14]([CH2:17][CH2:18][CH2:19][CH2:20][C:21]([NH:23][C:24]2[CH2:29][CH2:28][CH2:27][CH2:26][C:25]=2[C:30]([O:32]CC)=[O:31])=[O:22])[CH2:13][CH2:12]1.[OH-].[Na+].Cl. The catalyst is CC(O)C.O. The product is [N:1]1[C:10]2[C:5](=[CH:6][CH:7]=[CH:8][CH:9]=2)[CH:4]=[CH:3][C:2]=1[N:11]1[CH2:16][CH2:15][N:14]([CH2:17][CH2:18][CH2:19][CH2:20][C:21]([NH:23][C:24]2[CH2:29][CH2:28][CH2:27][CH2:26][C:25]=2[C:30]([OH:32])=[O:31])=[O:22])[CH2:13][CH2:12]1. The yield is 0.834. (6) The reactants are Cl[C:2]1[N:7]2[N:8]=[CH:9][CH:10]=[C:6]2[N:5]=[C:4]([CH3:11])[C:3]=1[CH:12]([CH2:18][CH2:19][CH3:20])[C:13]([O:15][CH2:16][CH3:17])=[O:14].[C:21]([NH:28][C@@H:29]1[CH2:33][CH2:32][NH:31][CH2:30]1)([O:23][C:24]([CH3:27])([CH3:26])[CH3:25])=[O:22].C(N(C(C)C)CC)(C)C. The catalyst is C1(C)C=CC=CC=1. The product is [C:24]([O:23][C:21]([NH:28][C@@H:29]1[CH2:33][CH2:32][N:31]([C:2]2[N:7]3[N:8]=[CH:9][CH:10]=[C:6]3[N:5]=[C:4]([CH3:11])[C:3]=2[CH:12]([CH2:18][CH2:19][CH3:20])[C:13]([O:15][CH2:16][CH3:17])=[O:14])[CH2:30]1)=[O:22])([CH3:27])([CH3:25])[CH3:26]. The yield is 0.920. (7) The reactants are [C:1]([C:6]1[CH:7]=[CH:8][C:9]([O:29]C)=[C:10]([CH:28]=1)[C:11]([NH:13][C:14]1[CH:19]=[C:18]([C:20]([F:23])([F:22])[F:21])[CH:17]=[C:16]([C:24]([F:27])([F:26])[F:25])[CH:15]=1)=[O:12])(=[O:5])[CH:2]([CH3:4])[CH3:3].N1C(C)=CC(C)=CC=1C.[I-].[Li+].Cl. No catalyst specified. The product is [F:21][C:20]([F:22])([F:23])[C:18]1[CH:19]=[C:14]([NH:13][C:11](=[O:12])[C:10]2[CH:28]=[C:6]([C:1](=[O:5])[CH:2]([CH3:3])[CH3:4])[CH:7]=[CH:8][C:9]=2[OH:29])[CH:15]=[C:16]([C:24]([F:26])([F:27])[F:25])[CH:17]=1. The yield is 0.653. (8) The reactants are [C:1]([O:6][C:7]1[CH:8]=[C:9]([CH:13]=[C:14]([O:16][C:17](=[O:21])[CH:18]([CH3:20])[CH3:19])[CH:15]=1)[C:10](O)=[O:11])(=[O:5])[CH:2]([CH3:4])[CH3:3].S(Cl)([Cl:24])=O. The catalyst is CN(C=O)C.C(Cl)Cl. The product is [C:1]([O:6][C:7]1[CH:8]=[C:9]([CH:13]=[C:14]([O:16][C:17](=[O:21])[CH:18]([CH3:20])[CH3:19])[CH:15]=1)[C:10]([Cl:24])=[O:11])(=[O:5])[CH:2]([CH3:4])[CH3:3]. The yield is 1.00. (9) The reactants are [CH2:1]([N:3]1[C:9]2[CH:10]=[C:11]([N+:14]([O-])=O)[CH:12]=[CH:13][C:8]=2[O:7][CH2:6][CH2:5][CH2:4]1)[CH3:2].O.NN. The catalyst is [Pd].C(O)C. The product is [CH2:1]([N:3]1[C:9]2[CH:10]=[C:11]([NH2:14])[CH:12]=[CH:13][C:8]=2[O:7][CH2:6][CH2:5][CH2:4]1)[CH3:2]. The yield is 1.00. (10) The reactants are [CH3:1][C:2]1[CH:3]=[CH:4][C:5]2[N:6]([C:8]([CH2:18][C:19]([OH:21])=[O:20])=[C:9]([C:11]3[CH:16]=[CH:15][C:14]([CH3:17])=[CH:13][CH:12]=3)[N:10]=2)[CH:7]=1.[CH3:22]O. No catalyst specified. The product is [CH3:22][O:20][C:19](=[O:21])[CH2:18][C:8]1[N:6]2[CH:7]=[C:2]([CH3:1])[CH:3]=[CH:4][C:5]2=[N:10][C:9]=1[C:11]1[CH:16]=[CH:15][C:14]([CH3:17])=[CH:13][CH:12]=1. The yield is 0.800.